Dataset: Catalyst prediction with 721,799 reactions and 888 catalyst types from USPTO. Task: Predict which catalyst facilitates the given reaction. (1) Reactant: [C:1]([N:5]1[CH2:10][CH2:9][N:8]([C:11]2[CH:12]=[CH:13][C:14]([N:17]3[C:26]4[C:21](=[CH:22][CH:23]=[CH:24][CH:25]=4)[NH:20][CH2:19][CH2:18]3)=[N:15][CH:16]=2)[CH2:7][CH2:6]1)([CH3:4])([CH3:3])[CH3:2].[Cl:27][C:28](Cl)([O:30]C(=O)OC(Cl)(Cl)Cl)Cl. Product: [C:1]([N:5]1[CH2:10][CH2:9][N:8]([C:11]2[CH:12]=[CH:13][C:14]([N:17]3[C:26]4[C:21](=[CH:22][CH:23]=[CH:24][CH:25]=4)[N:20]([C:28]([Cl:27])=[O:30])[CH2:19][CH2:18]3)=[N:15][CH:16]=2)[CH2:7][CH2:6]1)([CH3:4])([CH3:2])[CH3:3]. The catalyst class is: 236. (2) Reactant: [NH2:1][C:2]1[CH:3]=[CH:4][C:5]2[C:14]3[C:9](=[CH:10][CH:11]=[CH:12][CH:13]=3)[O:8][C:7](=[O:15])[C:6]=2[CH:16]=1.II. Product: [CH3:6][C:5]1([CH3:14])[CH:4]=[C:3]([CH3:2])[C:16]2[C:2](=[CH:3][CH:4]=[C:5]3[C:6]=2[C:7](=[O:15])[O:8][C:9]2[C:14]3=[CH:13][CH:12]=[CH:11][CH:10]=2)[NH:1]1. The catalyst class is: 21. (3) Reactant: [Na+].[Cl:2][C:3]1[CH:11]=[CH:10][C:6]([C:7]([O-:9])=O)=[CH:5][C:4]=1[O:12][C:13]1[C:14]([NH:28][C:29]2[S:30][CH:31]=[C:32]([CH3:34])[N:33]=2)=[N:15][CH:16]=[C:17]([S:19][CH:20]([C:22]2[CH:27]=[CH:26][CH:25]=[CH:24][N:23]=2)[CH3:21])[CH:18]=1.C([Cl:40])(=O)OCC.[CH3:41][N:42]([CH3:46])[CH2:43][CH2:44][NH2:45].[OH-].[Na+].[ClH:49]. Product: [ClH:2].[ClH:40].[ClH:49].[Cl:2][C:3]1[CH:11]=[CH:10][C:6]([C:7]([NH:45][CH2:44][CH2:43][N:42]([CH3:46])[CH3:41])=[O:9])=[CH:5][C:4]=1[O:12][C:13]1[C:14]([NH:28][C:29]2[S:30][CH:31]=[C:32]([CH3:34])[N:33]=2)=[N:15][CH:16]=[C:17]([S:19][CH:20]([C:22]2[CH:27]=[CH:26][CH:25]=[CH:24][N:23]=2)[CH3:21])[CH:18]=1. The catalyst class is: 158. (4) Reactant: [NH2:1][C:2]1[N:6]([C:7]2[CH:12]=[CH:11][CH:10]=[CH:9][CH:8]=2)[NH:5][C:4](=[O:13])[C:3]=1[CH3:14].C([O-])([O-])=O.[K+].[K+].[CH3:21][O:22][CH2:23][C@@H:24]1[CH2:26][O:25]1.O. Product: [NH2:1][C:2]1[N:6]([C:7]2[CH:12]=[CH:11][CH:10]=[CH:9][CH:8]=2)[N:5]=[C:4]([O:13][CH2:26][C@@H:24]([OH:25])[CH2:23][O:22][CH3:21])[C:3]=1[CH3:14]. The catalyst class is: 3. (5) Reactant: [C:1]1(=[O:7])[O:6][C:4](=[O:5])[CH2:3][CH2:2]1.[CH3:8][O:9][C:10]1[CH:11]=[C:12]2[C:17](=[C:18]3[CH2:22][C:21]([CH3:24])([CH3:23])[O:20][C:19]=13)[C:16]([C:25]1[CH:26]=[C:27]([C:31]3[CH:36]=[CH:35][C:34]([NH2:37])=[CH:33][CH:32]=3)[CH:28]=[CH:29][CH:30]=1)=[N:15][C:14]([CH3:39])([CH3:38])[CH2:13]2. Product: [O:7]=[C:1]([NH:37][C:34]1[CH:33]=[CH:32][C:31]([C:27]2[CH:28]=[CH:29][CH:30]=[C:25]([C:16]3[C:17]4[C:12](=[CH:11][C:10]([O:9][CH3:8])=[C:19]5[O:20][C:21]([CH3:24])([CH3:23])[CH2:22][C:18]5=4)[CH2:13][C:14]([CH3:39])([CH3:38])[N:15]=3)[CH:26]=2)=[CH:36][CH:35]=1)[CH2:2][CH2:3][C:4]([OH:6])=[O:5]. The catalyst class is: 7. (6) Reactant: [F:1][C:2]([F:18])([F:17])[C:3]1[N:8]=[C:7]([C:9](=[N:11][OH:12])[NH2:10])[CH:6]=[C:5]([C:13]([F:16])([F:15])[F:14])[N:4]=1.[C:19](N1C=CN=C1)(N1C=CN=C1)=[O:20].N12CCCN=C1CCCCC2.Cl. Product: [F:18][C:2]([F:1])([F:17])[C:3]1[N:8]=[C:7]([C:9]2[NH:11][O:12][C:19](=[O:20])[N:10]=2)[CH:6]=[C:5]([C:13]([F:14])([F:15])[F:16])[N:4]=1. The catalyst class is: 132. (7) Reactant: [N:1]1[N:2]([C:6]2[C:7]([C:12]([N:14]3[CH2:18][CH:17]4[CH2:19][N:20](C(OC(C)(C)C)=O)[CH2:21][CH:16]4[CH2:15]3)=[O:13])=[N:8][CH:9]=[CH:10][CH:11]=2)[N:3]=[CH:4][CH:5]=1.C(O)(C(F)(F)F)=O. Product: [N:1]1[N:2]([C:6]2[C:7]([C:12]([N:14]3[CH2:18][CH:17]4[CH:16]([CH2:21][NH:20][CH2:19]4)[CH2:15]3)=[O:13])=[N:8][CH:9]=[CH:10][CH:11]=2)[N:3]=[CH:4][CH:5]=1. The catalyst class is: 2. (8) Reactant: [C:1]([C:3]1[C:4]([O:16][CH3:17])=[C:5]([C:13](O)=[O:14])[C:6]2[C:11]([CH:12]=1)=[CH:10][CH:9]=[CH:8][CH:7]=2)#[N:2].C1COCC1.C(OC(Cl)=O)C(C)C.[BH4-].[Na+]. Product: [C:1]([C:3]1[C:4]([O:16][CH3:17])=[C:5]([CH2:13][OH:14])[C:6]2[C:11]([CH:12]=1)=[CH:10][CH:9]=[CH:8][CH:7]=2)#[N:2]. The catalyst class is: 6. (9) Reactant: [CH3:1][CH:2]([NH2:4])[CH3:3].[C:5]1([C:25]2[CH:30]=[CH:29][CH:28]=[CH:27][CH:26]=2)[CH:10]=[CH:9][CH:8]=[CH:7][C:6]=1[CH2:11][C:12]1[N:13]([CH3:24])[C:14](=[O:23])[C:15]([OH:22])=[C:16]([C:18](OC)=[O:19])[N:17]=1. Product: [CH:2]([NH:4][C:18]([C:16]1[N:17]=[C:12]([CH2:11][C:6]2[CH:7]=[CH:8][CH:9]=[CH:10][C:5]=2[C:25]2[CH:30]=[CH:29][CH:28]=[CH:27][CH:26]=2)[N:13]([CH3:24])[C:14](=[O:23])[C:15]=1[OH:22])=[O:19])([CH3:3])[CH3:1]. The catalyst class is: 1. (10) Reactant: [Cl:1][C:2]1[CH:24]=[CH:23][C:5]([O:6][C:7]2[CH:12]=[CH:11][C:10]([C:13]3([CH:16]4[CH2:18][CH2:17]4)[CH2:15][O:14]3)=[C:9]([C:19]([F:22])([F:21])[F:20])[CH:8]=2)=[CH:4][CH:3]=1.[OH-].[Na+].[NH:27]1[CH:31]=[N:30][CH:29]=[N:28]1.[Cl-].[NH4+]. Product: [Cl:1][C:2]1[CH:24]=[CH:23][C:5]([O:6][C:7]2[CH:12]=[CH:11][C:10]([C:13]([CH:16]3[CH2:18][CH2:17]3)([OH:14])[CH2:15][N:27]3[CH:31]=[N:30][CH:29]=[N:28]3)=[C:9]([C:19]([F:22])([F:21])[F:20])[CH:8]=2)=[CH:4][CH:3]=1. The catalyst class is: 60.